Task: Predict the product of the given reaction.. Dataset: Forward reaction prediction with 1.9M reactions from USPTO patents (1976-2016) (1) The product is: [CH3:1][O:2][C:3](=[O:40])[C@@H:4]([N:27]1[CH:31]=[CH:30][C:29]([C:45](=[O:46])[C:47]2[CH:52]=[CH:51][CH:50]=[CH:49][CH:48]=2)=[CH:28]1)[CH2:5][C:6]1[CH:11]=[CH:10][C:9]([O:12][CH2:13][CH2:14][C:15]2[N:16]=[C:17]([C:21]3[CH:22]=[CH:23][CH:24]=[CH:25][CH:26]=3)[O:18][C:19]=2[CH3:20])=[CH:8][CH:7]=1. Given the reactants [CH3:1][O:2][C:3](=[O:40])[C@@H:4]([N:27]1[CH:31]=[CH:30][CH:29]=[C:28]1C(=O)C1C=CC=CC=1)[CH2:5][C:6]1[CH:11]=[CH:10][C:9]([O:12][CH2:13][CH2:14][C:15]2[N:16]=[C:17]([C:21]3[CH:26]=[CH:25][CH:24]=[CH:23][CH:22]=3)[O:18][C:19]=2[CH3:20])=[CH:8][CH:7]=1.CC1[O:46][C:45]([C:47]2[CH:52]=[CH:51][CH:50]=[CH:49][CH:48]=2)=NC=1CCO.C1(P(C2C=CC=CC=2)C2C=CC=CC=2)C=CC=CC=1.N(C(OCC)=O)=NC(OCC)=O, predict the reaction product. (2) Given the reactants O[C:2]1[CH:7]=[CH:6][CH:5]=[CH:4][C:3]=1[C:8]1[N:13]=[C:12]([N:14]2[C:18]([C:19]([F:22])([F:21])[F:20])=[C:17]([C:23]([O:25][CH2:26][CH3:27])=[O:24])[CH:16]=[N:15]2)[CH:11]=[CH:10][CH:9]=1.N1C=CC=CC=1.FC(F)(F)S(OS(C(F)(F)F)(=O)=O)(=O)=O.[O-]S(C(F)(F)F)(=O)=O.[CH3:57][O:58][C:59]1[CH:64]=[CH:63][C:62]([C:65]#[CH:66])=[CH:61][CH:60]=1.C(N(CC)CC)C, predict the reaction product. The product is: [CH3:57][O:58][C:59]1[CH:64]=[CH:63][C:62]([C:65]#[C:66][C:2]2[CH:7]=[CH:6][CH:5]=[CH:4][C:3]=2[C:8]2[N:13]=[C:12]([N:14]3[C:18]([C:19]([F:20])([F:21])[F:22])=[C:17]([C:23]([O:25][CH2:26][CH3:27])=[O:24])[CH:16]=[N:15]3)[CH:11]=[CH:10][CH:9]=2)=[CH:61][CH:60]=1. (3) The product is: [Cl:1][C:2]1[N:3]=[N:4][C:5]([CH:8]([C:9]2[C:10]([F:16])=[CH:11][CH:12]=[CH:13][C:14]=2[F:15])[C:31](=[O:32])[C:30]#[C:29][Si:28]([CH3:37])([CH3:36])[CH3:27])=[CH:6][CH:7]=1. Given the reactants [Cl:1][C:2]1[N:3]=[N:4][C:5]([CH2:8][C:9]2[C:14]([F:15])=[CH:13][CH:12]=[CH:11][C:10]=2[F:16])=[CH:6][CH:7]=1.[Li+].C[Si]([N-][Si](C)(C)C)(C)C.[CH3:27][Si:28]([CH3:37])([CH3:36])[C:29]#[C:30][C:31](OCC)=[O:32], predict the reaction product. (4) Given the reactants [CH3:1][C:2]1[CH:7]=[CH:6][N:5]=[C:4]([CH2:8][CH2:9][C:10]2[CH:11]=[C:12]([CH:15]=[CH:16][CH:17]=2)[CH:13]=[O:14])[CH:3]=1.CC(C[AlH]CC(C)C)C.[CH3:27][C:28]1[N:29](C2N=C(CCC3C=C(C=CC=3)C#N)C=C(C)C=2)[C:30]([CH3:33])=[CH:31][CH:32]=1, predict the reaction product. The product is: [CH3:27][C:28]1[N:29]([C:6]2[N:5]=[C:4]([CH2:8][CH2:9][C:10]3[CH:11]=[C:12]([CH:15]=[CH:16][CH:17]=3)[CH:13]=[O:14])[CH:3]=[C:2]([CH3:1])[CH:7]=2)[C:30]([CH3:33])=[CH:31][CH:32]=1. (5) Given the reactants [Br:1][C:2]1[CH:7]=[CH:6][C:5](I)=[C:4]([Cl:9])[C:3]=1[CH3:10].[CH3:11][N:12]([CH3:16])[CH2:13][C:14]#[CH:15], predict the reaction product. The product is: [Br:1][C:2]1[CH:7]=[CH:6][C:5]([C:15]#[C:14][CH2:13][N:12]([CH3:16])[CH3:11])=[C:4]([Cl:9])[C:3]=1[CH3:10].